From a dataset of Catalyst prediction with 721,799 reactions and 888 catalyst types from USPTO. Predict which catalyst facilitates the given reaction. (1) Reactant: [N+:1]([C:4]1[CH:5]=[N:6][C:7]2[C:12]([C:13]=1O)=[CH:11][CH:10]=[CH:9][CH:8]=2)([O-:3])=[O:2].[CH2:15]([NH2:19])[CH:16]([CH3:18])[CH3:17].[Cl:20][C:21]1[C:30]2[C:25](=[CH:26][CH:27]=[CH:28][CH:29]=2)[N:24]=[CH:23][C:22]=1[N+:31]([O-:33])=[O:32]. Product: [Cl:20][C:21]1[C:30]2[C:25](=[CH:26][CH:27]=[CH:28][CH:29]=2)[N:24]=[CH:23][C:22]=1[N+:31]([O-:33])=[O:32].[CH2:15]([NH:19][C:13]1[C:12]2[C:7](=[CH:8][CH:9]=[CH:10][CH:11]=2)[N:6]=[CH:5][C:4]=1[N+:1]([O-:3])=[O:2])[CH:16]([CH3:18])[CH3:17]. The catalyst class is: 2. (2) Reactant: [CH3:1][C:2]1[CH:3]=[C:4]([CH2:14][N:15]2[CH:28]=[C:18]3[C:19]([C:23](OCC)=[O:24])=[N:20][CH:21]=[CH:22][C:17]3=[N:16]2)[CH:5]=[N:6][C:7]=1[O:8][CH2:9][C:10]([F:13])([F:12])[F:11].[NH2:29][CH2:30][CH2:31][OH:32]. Product: [OH:32][CH2:31][CH2:30][NH:29][C:23]([C:19]1[C:18]2=[CH:28][N:15]([CH2:14][C:4]3[CH:5]=[N:6][C:7]([O:8][CH2:9][C:10]([F:13])([F:11])[F:12])=[C:2]([CH3:1])[CH:3]=3)[N:16]=[C:17]2[CH:22]=[CH:21][N:20]=1)=[O:24]. The catalyst class is: 14. (3) Reactant: Br[CH2:2][CH2:3][CH2:4][Cl:5].C(=O)([O-])[O-].[K+].[K+].[NH:12]1[C:20]2[C:15](=[CH:16][CH:17]=[CH:18][CH:19]=2)[CH2:14][CH2:13]1. Product: [Cl:5][CH2:4][CH2:3][CH2:2][N:12]1[C:20]2[C:15](=[CH:16][CH:17]=[CH:18][CH:19]=2)[CH2:14][CH2:13]1. The catalyst class is: 69. (4) Reactant: [O:1]=[C:2]([C:33]1[CH:38]=[CH:37][CH:36]=[CH:35][CH:34]=1)[CH2:3][CH2:4][C:5]1[S:9][C:8]([NH:10][C:11]([C:13]2[CH:18]=[CH:17][C:16]([C@H:19]3[CH2:24][CH2:23][C@H:22]([CH2:25][C:26]([O:28][C:29]([CH3:32])([CH3:31])[CH3:30])=[O:27])[CH2:21][CH2:20]3)=[CH:15][CH:14]=2)=[O:12])=[N:7][N:6]=1.[BH4-].[Na+].CN(C=O)C.O. Product: [OH:1][CH:2]([C:33]1[CH:34]=[CH:35][CH:36]=[CH:37][CH:38]=1)[CH2:3][CH2:4][C:5]1[S:9][C:8]([NH:10][C:11]([C:13]2[CH:18]=[CH:17][C:16]([C@H:19]3[CH2:20][CH2:21][C@H:22]([CH2:25][C:26]([O:28][C:29]([CH3:32])([CH3:31])[CH3:30])=[O:27])[CH2:23][CH2:24]3)=[CH:15][CH:14]=2)=[O:12])=[N:7][N:6]=1. The catalyst class is: 5. (5) Reactant: [F:1][C:2]1[N:7]=[C:6]([N:8]2[CH2:13][CH2:12][N:11]([CH2:14][CH2:15][CH2:16][CH2:17][N:18]3C(=O)C4C(=CC=CC=4)C3=O)[CH2:10][CH2:9]2)[CH:5]=[CH:4][CH:3]=1.O.NN. Product: [F:1][C:2]1[N:7]=[C:6]([N:8]2[CH2:13][CH2:12][N:11]([CH2:14][CH2:15][CH2:16][CH2:17][NH2:18])[CH2:10][CH2:9]2)[CH:5]=[CH:4][CH:3]=1. The catalyst class is: 8. (6) Reactant: F[C:2]1[C:11]([N+:12]([O-:14])=[O:13])=[CH:10][C:5]([C:6]([O:8][CH3:9])=[O:7])=[C:4]([O:15][CH3:16])[CH:3]=1.[CH:17]1([C:23]2[NH:24][CH:25]=[CH:26][N:27]=2)[CH2:22][CH2:21][CH2:20][CH2:19][CH2:18]1.C(=O)([O-])[O-].[K+].[K+].CN(C)C(=O)C. Product: [CH:17]1([C:23]2[N:27]([C:2]3[C:11]([N+:12]([O-:14])=[O:13])=[CH:10][C:5]([C:6]([O:8][CH3:9])=[O:7])=[C:4]([O:15][CH3:16])[CH:3]=3)[CH:26]=[CH:25][N:24]=2)[CH2:18][CH2:19][CH2:20][CH2:21][CH2:22]1. The catalyst class is: 84. (7) The catalyst class is: 1. Reactant: [CH3:1][C:2]([O:5][C:6]([N:8]1[C@@H:12]2[CH2:13][C:14]([CH2:16][C@H:9]1[CH2:10][CH2:11]2)=[O:15])=[O:7])([CH3:4])[CH3:3].[Li+].CC([N-]C(C)C)C.C1COCC1.C(C1C=CC=CC=1)C.C1C=CC(N([S:45]([C:48]([F:51])([F:50])[F:49])(=[O:47])=[O:46])[S:45]([C:48]([F:51])([F:50])[F:49])(=[O:47])=[O:46])=CC=1. Product: [F:49][C:48]([F:51])([F:50])[S:45]([O:15][C:14]1[CH2:16][CH:9]2[N:8]([C:6]([O:5][C:2]([CH3:1])([CH3:3])[CH3:4])=[O:7])[CH:12]([CH:13]=1)[CH2:11][CH2:10]2)(=[O:47])=[O:46]. (8) Reactant: [CH3:1][C:2]1([CH3:15])[C:10]2[C:5](=[CH:6][C:7]([S:11]([OH:14])(=[O:13])=[O:12])=[CH:8][CH:9]=2)[NH:4][CH2:3]1.[C:16](OC(=O)C)(=[O:18])[CH3:17].N1C=CC=CC=1. Product: [C:16]([N:4]1[C:5]2[C:10](=[CH:9][CH:8]=[C:7]([S:11]([OH:14])(=[O:13])=[O:12])[CH:6]=2)[C:2]([CH3:15])([CH3:1])[CH2:3]1)(=[O:18])[CH3:17]. The catalyst class is: 52. (9) Reactant: N[C:2]1[N:7]=[CH:6][C:5]([C:8]2[CH:13]=[CH:12][C:11]([C@@H:14]([N:16]3[CH2:21][CH2:20][C@:19]([CH2:28][CH2:29][CH2:30][OH:31])([C:22]4[CH:27]=[CH:26][CH:25]=[CH:24][CH:23]=4)[O:18][C:17]3=[O:32])[CH3:15])=[CH:10][CH:9]=2)=[CH:4][CH:3]=1.N([O-])=[O:34].[Na+].[OH-].[Na+]. Product: [OH:31][CH2:30][CH2:29][CH2:28][C@@:19]1([C:22]2[CH:27]=[CH:26][CH:25]=[CH:24][CH:23]=2)[O:18][C:17](=[O:32])[N:16]([C@H:14]([C:11]2[CH:10]=[CH:9][C:8]([C:5]3[CH:4]=[CH:3][C:2](=[O:34])[NH:7][CH:6]=3)=[CH:13][CH:12]=2)[CH3:15])[CH2:21][CH2:20]1. The catalyst class is: 82. (10) The catalyst class is: 22. Product: [Cl:16][CH2:2][C:3]1[CH:8]=[CH:7][C:6]([CH2:9][NH:10][C:11](=[O:13])[CH3:12])=[CH:5][CH:4]=1. Reactant: O[CH2:2][C:3]1[CH:8]=[CH:7][C:6]([CH2:9][NH:10][C:11](=[O:13])[CH3:12])=[CH:5][CH:4]=1.S(Cl)([Cl:16])=O.